From a dataset of Full USPTO retrosynthesis dataset with 1.9M reactions from patents (1976-2016). Predict the reactants needed to synthesize the given product. (1) Given the product [C:1]([O:5][C:6]([NH:8][C@@H:9]([CH2:13][O:14][C:18]1[CH:23]=[CH:22][C:21]([F:24])=[CH:20][C:19]=1[N+:25]([O-:27])=[O:26])[C:10]([OH:12])=[O:11])=[O:7])([CH3:4])([CH3:3])[CH3:2], predict the reactants needed to synthesize it. The reactants are: [C:1]([O:5][C:6]([NH:8][C@@H:9]([CH2:13][OH:14])[C:10]([OH:12])=[O:11])=[O:7])([CH3:4])([CH3:3])[CH3:2].[H-].[Na+].F[C:18]1[CH:23]=[CH:22][C:21]([F:24])=[CH:20][C:19]=1[N+:25]([O-:27])=[O:26].Cl. (2) Given the product [NH2:11][C:8]1[CH:9]=[C:10]2[C:5](=[CH:6][C:7]=1[N+:15]([O-:17])=[O:16])[N:4]([CH2:26][C:25]1[CH:28]=[CH:29][C:22]([O:21][CH3:20])=[CH:23][CH:24]=1)[C:3](=[O:18])[C:2]2([CH3:1])[CH3:19], predict the reactants needed to synthesize it. The reactants are: [CH3:1][C:2]1([CH3:19])[C:10]2[C:5](=[CH:6][C:7]([N+:15]([O-:17])=[O:16])=[C:8]([NH:11]C(=O)C)[CH:9]=2)[NH:4][C:3]1=[O:18].[CH3:20][O:21][C:22]1[CH:29]=[CH:28][C:25]([CH2:26]Cl)=[CH:24][CH:23]=1.C([O-])([O-])=O.[K+].[K+]. (3) Given the product [F:28][C:23]1[CH:24]=[CH:25][CH:26]=[CH:27][C:22]=1[C:17]1[NH:16][CH:15]=[C:19]([C:20]#[N:21])[CH:18]=1, predict the reactants needed to synthesize it. The reactants are: N1CCOCC1.C1(C(=O)S[C:15]2[NH:16][C:17]([C:22]3[CH:27]=[CH:26][CH:25]=[CH:24][C:23]=3[F:28])=[CH:18][C:19]=2[C:20]#[N:21])C=CC=CC=1. (4) Given the product [Cl:1][C:2]1[CH:9]=[C:8]([C:10]([F:13])([F:12])[F:11])[CH:7]=[CH:6][C:3]=1[CH:4]([C:40]1[C:39]2[C:43](=[C:35]([CH2:34][S:33][CH3:32])[CH:36]=[CH:37][CH:38]=2)[NH:42][CH:41]=1)[CH:19]1[C:20](=[O:21])[O:22][C:15]([CH3:23])([CH3:14])[O:16][C:17]1=[O:18], predict the reactants needed to synthesize it. The reactants are: [Cl:1][C:2]1[CH:9]=[C:8]([C:10]([F:13])([F:12])[F:11])[CH:7]=[CH:6][C:3]=1[CH:4]=O.[CH3:14][C:15]1([CH3:23])[O:22][C:20](=[O:21])[CH2:19][C:17](=[O:18])[O:16]1.N1CCCC1C(O)=O.[CH3:32][S:33][CH2:34][C:35]1[CH:36]=[CH:37][CH:38]=[C:39]2[C:43]=1[NH:42][CH:41]=[CH:40]2.